This data is from Peptide-MHC class I binding affinity with 185,985 pairs from IEDB/IMGT. The task is: Regression. Given a peptide amino acid sequence and an MHC pseudo amino acid sequence, predict their binding affinity value. This is MHC class I binding data. (1) The MHC is HLA-A03:01 with pseudo-sequence HLA-A03:01. The binding affinity (normalized) is 0.0847. The peptide sequence is SFVTDLEKY. (2) The peptide sequence is KAMWKYPFS. The MHC is HLA-A30:01 with pseudo-sequence HLA-A30:01. The binding affinity (normalized) is 0.490. (3) The peptide sequence is EMMQWWSDY. The MHC is HLA-B15:02 with pseudo-sequence HLA-B15:02. The binding affinity (normalized) is 0.652. (4) The peptide sequence is LLIFHINGK. The MHC is HLA-A33:01 with pseudo-sequence HLA-A33:01. The binding affinity (normalized) is 0.149. (5) The peptide sequence is REFVATTRTL. The MHC is HLA-B40:01 with pseudo-sequence HLA-B40:01. The binding affinity (normalized) is 0.162.